This data is from Full USPTO retrosynthesis dataset with 1.9M reactions from patents (1976-2016). The task is: Predict the reactants needed to synthesize the given product. (1) Given the product [F:12][S:8]([F:13])([F:9])([F:10])([F:11])[C:6]1[CH:5]=[C:4]([C:14](=[O:16])[CH3:15])[CH:3]=[C:2]([O:1][CH2:18][CH2:19][O:20][CH:21]2[CH2:26][CH2:25][CH2:24][CH2:23][O:22]2)[CH:7]=1, predict the reactants needed to synthesize it. The reactants are: [OH:1][C:2]1[CH:3]=[C:4]([C:14](=[O:16])[CH3:15])[CH:5]=[C:6]([S:8]([F:13])([F:12])([F:11])([F:10])[F:9])[CH:7]=1.Br[CH2:18][CH2:19][O:20][CH:21]1[CH2:26][CH2:25][CH2:24][CH2:23][O:22]1.[H-].[Na+]. (2) Given the product [Cl-:11].[CH2:1]([CH:3]([CH2:7][CH2:8][CH2:9][CH3:10])[CH2:4][Zn+:12])[CH3:2], predict the reactants needed to synthesize it. The reactants are: [CH2:1]([CH:3]([CH2:7][CH2:8][CH2:9][CH3:10])[CH2:4][Mg]Br)[CH3:2].[Cl-:11].[Zn+2:12].[Cl-]. (3) Given the product [F:21][C:22]([F:27])([F:26])[C:23]([O-:25])=[O:24].[OH:18][C:14]1[CH:13]=[C:12]([NH:11][C:10](=[O:19])[CH2:9][CH2:8][NH2+:7][CH2:6][C:42]2[CH:41]=[CH:40][C:39]([C:33]3[C:32]([C:47]4[CH:48]=[CH:49][CH:50]=[CH:51][CH:52]=4)=[CH:31][C:30]4[C:29](=[O:28])[NH:38][CH:37]=[CH:36][C:35]=4[N:34]=3)=[CH:46][CH:45]=2)[CH:17]=[CH:16][CH:15]=1, predict the reactants needed to synthesize it. The reactants are: C(O[C:6](=O)[NH:7][CH2:8][CH2:9][C:10](=[O:19])[NH:11][C:12]1[CH:17]=[CH:16][CH:15]=[C:14]([OH:18])[CH:13]=1)(C)(C)C.[F:21][C:22]([F:27])([F:26])[C:23]([OH:25])=[O:24].[O:28]=[C:29]1[NH:38][CH:37]=[CH:36][C:35]2[N:34]=[C:33]([C:39]3[CH:46]=[CH:45][C:42](C=O)=[CH:41][CH:40]=3)[C:32]([C:47]3[CH:52]=[CH:51][CH:50]=[CH:49][CH:48]=3)=[CH:31][C:30]1=2.C(O[BH-](OC(=O)C)OC(=O)C)(=O)C.[Na+]. (4) Given the product [CH3:1][O:2][C:3](=[O:15])[CH:4]([C:5]1[C:13]2[C:8](=[CH:9][CH:10]=[CH:11][CH:12]=2)[N:7]([CH3:14])[CH:6]=1)[CH2:27][C:28]1[CH:29]=[CH:30][C:31]([O:32][CH2:33][CH2:34][C:35]2[N:36]=[C:37]([C:41]3[CH:46]=[CH:45][CH:44]=[CH:43][CH:42]=3)[O:38][C:39]=2[CH3:40])=[CH:47][CH:48]=1, predict the reactants needed to synthesize it. The reactants are: [CH3:1][O:2][C:3](=[O:15])[CH2:4][C:5]1[C:13]2[C:8](=[CH:9][CH:10]=[CH:11][CH:12]=2)[N:7]([CH3:14])[CH:6]=1.C[Si]([N-][Si](C)(C)C)(C)C.[Li+].Cl[CH2:27][C:28]1[CH:48]=[CH:47][C:31]([O:32][CH2:33][CH2:34][C:35]2[N:36]=[C:37]([C:41]3[CH:46]=[CH:45][CH:44]=[CH:43][CH:42]=3)[O:38][C:39]=2[CH3:40])=[CH:30][CH:29]=1. (5) Given the product [O:26]1[C:27]2[CH:7]=[CH:2][C:3]([C:2]3[CH:3]=[C:4]([NH:8][CH:9]([C:13]4[CH:18]=[CH:17][CH:16]=[CH:15][CH:14]=4)[C:10]([NH2:12])=[O:11])[CH:5]=[N:6][CH:7]=3)=[CH:4][C:28]=2[O:29][CH2:30]1, predict the reactants needed to synthesize it. The reactants are: Br[C:2]1[CH:3]=[C:4]([NH:8][CH:9]([C:13]2[CH:18]=[CH:17][CH:16]=[CH:15][CH:14]=2)[C:10]([NH2:12])=[O:11])[CH:5]=[N:6][CH:7]=1.C(=O)([O-])[O-].[K+].[K+].C[O:26][CH2:27][CH2:28][O:29][CH3:30]. (6) Given the product [Cl:12][C:7]1[N:6]=[C:5]2[C:10]([N:2]([CH3:1])[CH:3]=[N:4]2)=[C:9]([NH:19][CH:13]2[CH2:18][CH2:17][CH2:16][CH2:15][CH2:14]2)[N:8]=1, predict the reactants needed to synthesize it. The reactants are: [CH3:1][N:2]1[C:10]2[C:5](=[N:6][C:7]([Cl:12])=[N:8][C:9]=2Cl)[N:4]=[CH:3]1.[CH:13]1([NH2:19])[CH2:18][CH2:17][CH2:16][CH2:15][CH2:14]1. (7) Given the product [CH3:27][O:26][C:23]1[CH:22]=[CH:21][C:20]([N:19]([C:16]2[CH:17]=[CH:18][C:13]([O:12][CH3:11])=[CH:14][CH:15]=2)[C:1](=[O:6])[C:2](=[O:3])[CH3:4])=[CH:25][CH:24]=1, predict the reactants needed to synthesize it. The reactants are: [C:1]([OH:6])(=O)[C:2]([CH3:4])=[O:3].O=S(Cl)Cl.[CH3:11][O:12][C:13]1[CH:18]=[CH:17][C:16]([NH:19][C:20]2[CH:25]=[CH:24][C:23]([O:26][CH3:27])=[CH:22][CH:21]=2)=[CH:15][CH:14]=1.N1C=CC=CC=1. (8) Given the product [S:34]1[CH:35]=[CH:36][C:32]([CH2:31][NH:30][C:26]2[N:25]=[C:24]([C:23]3[C:18]4[C:19](=[N:20][C:15]([NH:14][CH:11]5[CH2:12][CH2:13][CH:8]([NH2:7])[CH2:9][CH2:10]5)=[N:16][CH:17]=4)[NH:21][N:22]=3)[CH:29]=[CH:28][CH:27]=2)=[CH:33]1, predict the reactants needed to synthesize it. The reactants are: C(OC(=O)[NH:7][CH:8]1[CH2:13][CH2:12][CH:11]([NH:14][C:15]2[N:20]=[C:19]3[N:21](COCC[Si](C)(C)C)[N:22]=[C:23]([C:24]4[CH:29]=[CH:28][CH:27]=[C:26]([NH:30][CH2:31][C:32]5[CH:36]=[CH:35][S:34][CH:33]=5)[N:25]=4)[C:18]3=[CH:17][N:16]=2)[CH2:10][CH2:9]1)(C)(C)C.C(O)(C(F)(F)F)=O.